This data is from Forward reaction prediction with 1.9M reactions from USPTO patents (1976-2016). The task is: Predict the product of the given reaction. (1) Given the reactants [Cl:1][C:2]1[CH:3]=[C:4]([C:8]2[N:12]=[C:11]([CH2:13][S:14][C:15]3[N:19]([CH3:20])[CH:18]=[N:17][N:16]=3)[O:10][N:9]=2)[CH:5]=[CH:6][CH:7]=1.C(Cl)(Cl)Cl.N1C=CC=CC=1.[Br:31]Br, predict the reaction product. The product is: [Br:31][C:18]1[N:19]([CH3:20])[C:15]([S:14][CH2:13][C:11]2[O:10][N:9]=[C:8]([C:4]3[CH:5]=[CH:6][CH:7]=[C:2]([Cl:1])[CH:3]=3)[N:12]=2)=[N:16][N:17]=1. (2) Given the reactants [CH3:1][C:2]1[N:10]2[C:5]([C:6]([CH3:11])=[CH:7][CH:8]=[CH:9]2)=[C:4]([CH2:12][OH:13])[CH:3]=1, predict the reaction product. The product is: [CH3:1][C:2]1[N:10]2[C:5]([C:6]([CH3:11])=[CH:7][CH:8]=[CH:9]2)=[C:4]([CH:12]=[O:13])[CH:3]=1. (3) Given the reactants C[O-].[Na+].CO.C[O:7][C:8](=O)[CH2:9][C:10]([O:12]C)=O.[F:15][C:16]([F:25])([F:24])/[CH:17]=[CH:18]/[C:19]([O:21][CH2:22]C)=[O:20].C(O)(=O)C.[CH:30]([NH2:32])=[NH:31].Cl, predict the reaction product. The product is: [OH:7][C:8]1[C:9]([CH:17]([C:16]([F:25])([F:24])[F:15])[CH2:18][C:19]([O:21][CH3:22])=[O:20])=[C:10]([OH:12])[N:32]=[CH:30][N:31]=1. (4) Given the reactants [Cl:1][C:2]1[N:10]=[C:9]2[C:5]([N:6]=[CH:7][N:8]2[C@@H:11]2[CH2:15][C@H:14]([NH:16][C:17](=[O:20])[CH2:18][CH3:19])[C@@H:13]([OH:21])[C@H:12]2[OH:22])=[C:4]([NH:23][CH2:24][CH:25]([C:32]2[CH:37]=[CH:36][CH:35]=[CH:34][CH:33]=2)[C:26]2[CH:31]=[CH:30][CH:29]=[CH:28][CH:27]=2)[N:3]=1.CO[C:40](OC)([CH3:42])[CH3:41].C1(C)C=CC(S(O)(=O)=O)=CC=1, predict the reaction product. The product is: [Cl:1][C:2]1[N:10]=[C:9]2[C:5]([N:6]=[CH:7][N:8]2[C@H:11]2[C@@H:12]3[O:22][C:40]([CH3:42])([CH3:41])[O:21][C@@H:13]3[C@@H:14]([NH:16][C:17](=[O:20])[CH2:18][CH3:19])[CH2:15]2)=[C:4]([NH:23][CH2:24][CH:25]([C:32]2[CH:33]=[CH:34][CH:35]=[CH:36][CH:37]=2)[C:26]2[CH:27]=[CH:28][CH:29]=[CH:30][CH:31]=2)[N:3]=1. (5) Given the reactants [CH2:1]1[C:6]2([CH2:11][CH2:10][CH2:9][CH2:8][CH2:7]2)[CH2:5][CH2:4][CH:3]([O:12][C:13]2[CH:14]=[C:15]3[C:20](=[CH:21][CH:22]=2)[CH:19]=[C:18]([CH:23]=O)[CH:17]=[CH:16]3)[CH2:2]1.[NH2:25][CH2:26][C:27]([F:32])([F:31])[C:28]([OH:30])=[O:29].C(O)C.C([BH3-])#N.[Na+].C(O)(=O)CC(CC(O)=O)(C(O)=O)O, predict the reaction product. The product is: [F:31][C:27]([F:32])([CH2:26][NH:25][CH2:23][C:18]1[CH:17]=[CH:16][C:15]2[C:20](=[CH:21][CH:22]=[C:13]([O:12][CH:3]3[CH2:2][CH2:1][C:6]4([CH2:11][CH2:10][CH2:9][CH2:8][CH2:7]4)[CH2:5][CH2:4]3)[CH:14]=2)[CH:19]=1)[C:28]([OH:30])=[O:29].